This data is from Catalyst prediction with 721,799 reactions and 888 catalyst types from USPTO. The task is: Predict which catalyst facilitates the given reaction. (1) Reactant: [Cl:1][C:2]1[CH:11]=[CH:10][C:9]2[CH:8]([OH:12])[CH2:7][CH2:6][CH2:5][C:4]=2[N:3]=1.[H-].[Na+].[CH3:15]I. Product: [Cl:1][C:2]1[CH:11]=[CH:10][C:9]2[CH:8]([O:12][CH3:15])[CH2:7][CH2:6][CH2:5][C:4]=2[N:3]=1. The catalyst class is: 7. (2) Reactant: Cl[C:2]1[C:11]2[C:6](=[CH:7][CH:8]=[C:9]([O:12][CH3:13])[CH:10]=2)[N:5]=[C:4]([C:14]2[CH:15]=[N:16][CH:17]=[CH:18][CH:19]=2)[N:3]=1.[F:20][C:21]1[CH:27]=[CH:26][CH:25]=[CH:24][C:22]=1[NH2:23]. Product: [F:20][C:21]1[CH:27]=[CH:26][CH:25]=[CH:24][C:22]=1[NH:23][C:2]1[C:11]2[C:6](=[CH:7][CH:8]=[C:9]([O:12][CH3:13])[CH:10]=2)[N:5]=[C:4]([C:14]2[CH:15]=[N:16][CH:17]=[CH:18][CH:19]=2)[N:3]=1. The catalyst class is: 41. (3) Reactant: [F:1][C:2]1[CH:7]=[C:6]([F:8])[CH:5]=[CH:4][C:3]=1[CH2:9][NH:10][C:11]([C:13]1[C:14](=[O:36])[C:15]([O:28]CC2C=CC=CC=2)=[C:16]2[C:21](=[O:22])[N:20]3[C@H:23]([CH3:26])[CH2:24][O:25][C@H:19]3[CH2:18][N:17]2[CH:27]=1)=[O:12]. Product: [F:1][C:2]1[CH:7]=[C:6]([F:8])[CH:5]=[CH:4][C:3]=1[CH2:9][NH:10][C:11]([C:13]1[C:14](=[O:36])[C:15]([OH:28])=[C:16]2[C:21](=[O:22])[N:20]3[C@H:23]([CH3:26])[CH2:24][O:25][C@H:19]3[CH2:18][N:17]2[CH:27]=1)=[O:12]. The catalyst class is: 19. (4) Reactant: CCCP1(OP(CCC)(=O)OP(CCC)(=O)O1)=O.[Cl:19][C:20]1[CH:25]=[CH:24][C:23]([C:26]2[N:27]=[C:28]3[CH:33]=[CH:32][C:31]([C:34]([O-])=[O:35])=[CH:30][N:29]3[C:37]=2[CH2:38][OH:39])=[CH:22][CH:21]=1.[Na+].[CH:41]([N:44](C(C)C)[CH2:45]C)(C)C.CNC. Product: [Cl:19][C:20]1[CH:21]=[CH:22][C:23]([C:26]2[N:27]=[C:28]3[CH:33]=[CH:32][C:31]([C:34]([N:44]([CH3:45])[CH3:41])=[O:35])=[CH:30][N:29]3[C:37]=2[CH2:38][OH:39])=[CH:24][CH:25]=1. The catalyst class is: 3. (5) Reactant: C(OC(=O)[NH:7][C:8]1[CH:13]=[C:12]([CH3:14])[C:11]([C:15]([F:18])([F:17])[F:16])=[CH:10][C:9]=1[NH:19][C:20](=[O:36])[CH2:21][C:22](=O)[C:23]1[CH:28]=[CH:27][CH:26]=[C:25]([C:29]2[CH:30]=[N:31][CH:32]=[N:33][CH:34]=2)[CH:24]=1)(C)(C)C.C(O)(C(F)(F)F)=O. Product: [CH3:14][C:12]1[C:11]([C:15]([F:16])([F:17])[F:18])=[CH:10][C:9]2[NH:19][C:20](=[O:36])[CH2:21][C:22]([C:23]3[CH:28]=[CH:27][CH:26]=[C:25]([C:29]4[CH:34]=[N:33][CH:32]=[N:31][CH:30]=4)[CH:24]=3)=[N:7][C:8]=2[CH:13]=1. The catalyst class is: 2. (6) The catalyst class is: 3. Reactant: [F:1][C:2]1[CH:7]=[CH:6][C:5]([NH:8][C:9]([C:11]2([C:14]([NH:16][C:17]3[CH:22]=[CH:21][C:20]([O:23][C:24]4[C:33]5[C:28](=[CH:29][C:30]([OH:36])=[C:31]([O:34][CH3:35])[CH:32]=5)[N:27]=[CH:26][CH:25]=4)=[C:19]([F:37])[CH:18]=3)=[O:15])[CH2:13][CH2:12]2)=[O:10])=[CH:4][CH:3]=1.C(=O)([O-])[O-].[K+].[K+].Cl.Cl[CH2:46][CH2:47][CH2:48][N:49]1[CH2:54][CH2:53][O:52][CH2:51][CH2:50]1.C1(O)C=CC=CC=1. Product: [NH3:8].[CH3:9][OH:10].[F:37][C:19]1[CH:18]=[C:17]([NH:16][C:14]([C:11]2([C:9]([NH:8][C:5]3[CH:6]=[CH:7][C:2]([F:1])=[CH:3][CH:4]=3)=[O:10])[CH2:12][CH2:13]2)=[O:15])[CH:22]=[CH:21][C:20]=1[O:23][C:24]1[C:33]2[C:28](=[CH:29][C:30]([O:36][CH2:46][CH2:47][CH2:48][N:49]3[CH2:54][CH2:53][O:52][CH2:51][CH2:50]3)=[C:31]([O:34][CH3:35])[CH:32]=2)[N:27]=[CH:26][CH:25]=1.